From a dataset of Forward reaction prediction with 1.9M reactions from USPTO patents (1976-2016). Predict the product of the given reaction. (1) Given the reactants [C:1]([N:8]1[C@@H:15]([C:16]([CH3:19])([CH3:18])[CH3:17])[CH2:14][CH2:13][C@H:9]1[C:10]([OH:12])=O)([O:3][C:4]([CH3:7])([CH3:6])[CH3:5])=[O:2].[NH:20]1[CH2:24][CH2:23][CH2:22][CH2:21]1, predict the reaction product. The product is: [C:1]([N:8]1[C@@H:15]([C:16]([CH3:19])([CH3:18])[CH3:17])[CH2:14][CH2:13][C@H:9]1[C:10]([N:20]1[CH2:24][CH2:23][CH2:22][CH2:21]1)=[O:12])([O:3][C:4]([CH3:5])([CH3:6])[CH3:7])=[O:2]. (2) Given the reactants C([O:8][C:9]1[C:18]2[C:13](=[CH:14][CH:15]=[CH:16][CH:17]=2)[C:12]([CH2:19][CH2:20][Cl:21])=[C:11]([NH:22][C:23]([C:25]2[NH:26][C:27]3[C:32]([CH:33]=2)=[CH:31][C:30]([O:34][CH3:35])=[C:29]([O:36][CH3:37])[C:28]=3[O:38][CH3:39])=[O:24])[CH:10]=1)C1C=CC=CC=1, predict the reaction product. The product is: [Cl:21][CH2:20][CH2:19][C:12]1[C:13]2[C:18](=[CH:17][CH:16]=[CH:15][CH:14]=2)[C:9]([OH:8])=[CH:10][C:11]=1[NH:22][C:23]([C:25]1[NH:26][C:27]2[C:32]([CH:33]=1)=[CH:31][C:30]([O:34][CH3:35])=[C:29]([O:36][CH3:37])[C:28]=2[O:38][CH3:39])=[O:24]. (3) Given the reactants [F:1][CH:2]([F:18])[CH2:3][N:4]1[CH2:10][CH2:9][C:8]2[CH:11]=[C:12]([NH2:17])[C:13]([O:15][CH3:16])=[CH:14][C:7]=2[CH2:6][CH2:5]1.Cl[C:20]1[N:25]=[C:24]([NH:26][C:27]2[CH:36]=[CH:35][CH:34]=[CH:33][C:28]=2[C:29]([NH:31][CH3:32])=[O:30])[C:23]([Cl:37])=[CH:22][N:21]=1, predict the reaction product. The product is: [Cl:37][C:23]1[C:24]([NH:26][C:27]2[CH:36]=[CH:35][CH:34]=[CH:33][C:28]=2[C:29]([NH:31][CH3:32])=[O:30])=[N:25][C:20]([NH:17][C:12]2[C:13]([O:15][CH3:16])=[CH:14][C:7]3[CH2:6][CH2:5][N:4]([CH2:3][CH:2]([F:1])[F:18])[CH2:10][CH2:9][C:8]=3[CH:11]=2)=[N:21][CH:22]=1. (4) Given the reactants OC(C(F)(F)F)=O.N[C@H](C1C(C2C=CC(Cl)=C3C=2N(C)N=C3NS(C)(=O)=O)=CC=C(C#CC(O)(C)C)N=1)CC1C=C(F)C=C(F)C=1.[F:47][C:48]1[CH:49]=[C:50]([CH2:55][C@H:56]([NH:85]C(=O)OC(C)(C)C)[C:57]2[C:62]([C:63]3[CH:64]=[CH:65][C:66]([CH3:78])=[C:67]4[C:71]=3[N:70]([CH3:72])[N:69]=[C:68]4[NH:73][S:74]([CH3:77])(=[O:76])=[O:75])=[CH:61][CH:60]=[C:59]([C:79]#[C:80][C:81]([OH:84])([CH3:83])[CH3:82])[N:58]=2)[CH:51]=[C:52]([F:54])[CH:53]=1, predict the reaction product. The product is: [NH2:85][C@H:56]([C:57]1[C:62]([C:63]2[CH:64]=[CH:65][C:66]([CH3:78])=[C:67]3[C:71]=2[N:70]([CH3:72])[N:69]=[C:68]3[NH:73][S:74]([CH3:77])(=[O:76])=[O:75])=[CH:61][CH:60]=[C:59]([C:79]#[C:80][C:81]([OH:84])([CH3:82])[CH3:83])[N:58]=1)[CH2:55][C:50]1[CH:49]=[C:48]([F:47])[CH:53]=[C:52]([F:54])[CH:51]=1.